Predict the reaction yield, written as a fraction of the theoretical maximum amount of product (1.0 means a 100% yield; for example, 0.34 means a 34% yield). From a dataset of Reaction yield outcomes from USPTO patents with 853,638 reactions. (1) The reactants are [BH4-].[Na+].[F:3][C:4]1[CH:9]=[CH:8][C:7]([CH:10]([NH:23][C:24](=[O:30])[O:25][C:26]([CH3:29])([CH3:28])[CH3:27])[C:11]([C:13]2[C:22]3[C:17](=[CH:18][CH:19]=[CH:20][CH:21]=3)[CH:16]=[CH:15][CH:14]=2)=[O:12])=[CH:6][CH:5]=1.P([O-])(O)(O)=O.[Na+]. The catalyst is CO. The product is [F:3][C:4]1[CH:5]=[CH:6][C:7]([CH:10]([NH:23][C:24](=[O:30])[O:25][C:26]([CH3:28])([CH3:27])[CH3:29])[CH:11]([OH:12])[C:13]2[C:22]3[C:17](=[CH:18][CH:19]=[CH:20][CH:21]=3)[CH:16]=[CH:15][CH:14]=2)=[CH:8][CH:9]=1. The yield is 1.00. (2) The reactants are [O:1]1[C:10]2[C:5](=[CH:6][CH:7]=[C:8]([OH:11])[CH:9]=2)[CH2:4][CH2:3][CH2:2]1.C([Mg]Cl)(C)C.[C:17]1([CH:23]([C:35]2[CH:40]=[CH:39][CH:38]=[CH:37][CH:36]=2)[N:24]2[C:32]3[C:27](=[CH:28][CH:29]=[CH:30][CH:31]=3)[C:26](=[O:33])[C:25]2=[O:34])[CH:22]=[CH:21][CH:20]=[CH:19][CH:18]=1. The catalyst is O1CCCC1.ClCCl.[Cl-].[NH4+]. The product is [C:35]1([CH:23]([C:17]2[CH:22]=[CH:21][CH:20]=[CH:19][CH:18]=2)[N:24]2[C:32]3[C:27](=[CH:28][CH:29]=[CH:30][CH:31]=3)[C:26]([OH:33])([C:7]3[CH:6]=[C:5]4[C:10](=[CH:9][C:8]=3[OH:11])[O:1][CH2:2][CH2:3][CH2:4]4)[C:25]2=[O:34])[CH:36]=[CH:37][CH:38]=[CH:39][CH:40]=1. The yield is 0.810. (3) The reactants are [Br:1][C:2]1[CH:7]=[CH:6][C:5]([N+:8]([O-:10])=[O:9])=[CH:4][C:3]=1[OH:11].C(=O)([O-])[O-].[K+].[K+].[CH2:18](Br)[C:19]1[CH:24]=[CH:23][CH:22]=[CH:21][CH:20]=1. The catalyst is CN(C=O)C. The product is [Br:1][C:2]1[CH:7]=[CH:6][C:5]([N+:8]([O-:10])=[O:9])=[CH:4][C:3]=1[O:11][CH2:18][C:19]1[CH:24]=[CH:23][CH:22]=[CH:21][CH:20]=1. The yield is 0.917. (4) The reactants are [F:1][C:2]1[CH:7]=[CH:6][C:5]([CH2:8][N:9]2[CH2:14][CH2:13][O:12][CH2:11][CH2:10]2)=[CH:4][C:3]=1[C:15](=[O:22])[CH2:16][C:17]([O:19][CH2:20][CH3:21])=[O:18].C(N(CC)CC)C.C1(C)C(S([N:39]=[N+:40]=[N-])(=O)=O)=CC=CC=1. The catalyst is CC#N. The product is [N+:39](=[C:16]([C:15]([C:3]1[CH:4]=[C:5]([CH2:8][N:9]2[CH2:14][CH2:13][O:12][CH2:11][CH2:10]2)[CH:6]=[CH:7][C:2]=1[F:1])=[O:22])[C:17]([O:19][CH2:20][CH3:21])=[O:18])=[N-:40]. The yield is 0.860. (5) The reactants are [OH:1][C:2]1([C:31](O)=[O:32])[CH2:7][CH2:6][CH:5]([N:8]2[C:16]([NH:17][C:18]3[C:23]([F:24])=[CH:22][C:21]([F:25])=[CH:20][C:19]=3[F:26])=[N:15][C:14]3[C:9]2=[N:10][C:11]([NH:27][CH:28]([CH3:30])[CH3:29])=[N:12][CH:13]=3)[CH2:4][CH2:3]1.[CH:34]1([NH2:39])[CH2:38][CH2:37][CH2:36][CH2:35]1.C(NC(C)C)(C)C. The catalyst is C1COCC1. The product is [CH:34]1([NH:39][C:31]([C:2]2([OH:1])[CH2:7][CH2:6][CH:5]([N:8]3[C:16]([NH:17][C:18]4[C:23]([F:24])=[CH:22][C:21]([F:25])=[CH:20][C:19]=4[F:26])=[N:15][C:14]4[C:9]3=[N:10][C:11]([NH:27][CH:28]([CH3:30])[CH3:29])=[N:12][CH:13]=4)[CH2:4][CH2:3]2)=[O:32])[CH2:38][CH2:37][CH2:36][CH2:35]1. The yield is 0.660. (6) The reactants are C[Al](C)C.[CH3:5][C:6]1[CH:15]=[CH:14][C:13]2[C:8](=[CH:9][CH:10]=[CH:11][C:12]=2[N:16]2[CH2:21][CH2:20][N:19]([CH2:22][CH2:23][C:24]3[CH:25]=[C:26]([CH:28]=[CH:29][CH:30]=3)[NH2:27])[CH2:18][CH2:17]2)[N:7]=1.[C:31]1([C:40]2[C:35](=[CH:36][CH:37]=[CH:38][CH:39]=2)[CH2:34]O1)=[O:32].C(N(CC)C(C)C)(C)C.CS(Cl)(=O)=O. The catalyst is ClCCl. The product is [CH3:5][C:6]1[CH:15]=[CH:14][C:13]2[C:8](=[CH:9][CH:10]=[CH:11][C:12]=2[N:16]2[CH2:17][CH2:18][N:19]([CH2:22][CH2:23][C:24]3[CH:25]=[C:26]([N:27]4[CH2:34][C:35]5[C:40](=[CH:39][CH:38]=[CH:37][CH:36]=5)[C:31]4=[O:32])[CH:28]=[CH:29][CH:30]=3)[CH2:20][CH2:21]2)[N:7]=1. The yield is 0.450.